Dataset: Retrosynthesis with 50K atom-mapped reactions and 10 reaction types from USPTO. Task: Predict the reactants needed to synthesize the given product. Given the product O=C1Nc2ccc(Cl)cc2C1(O)Cc1ccccc1, predict the reactants needed to synthesize it. The reactants are: O=C1Nc2ccc(Cl)cc2C1=O.[Mg+]Cc1ccccc1.